This data is from Peptide-MHC class I binding affinity with 185,985 pairs from IEDB/IMGT. The task is: Regression. Given a peptide amino acid sequence and an MHC pseudo amino acid sequence, predict their binding affinity value. This is MHC class I binding data. (1) The peptide sequence is LMIFISSFLL. The MHC is H-2-Kb with pseudo-sequence H-2-Kb. The binding affinity (normalized) is 0.390. (2) The binding affinity (normalized) is 0.115. The peptide sequence is DIIDLLLPST. The MHC is HLA-A02:02 with pseudo-sequence HLA-A02:02. (3) The peptide sequence is VWKQLFPEL. The MHC is HLA-A02:11 with pseudo-sequence HLA-A02:11. The binding affinity (normalized) is 0.0847.